From a dataset of Full USPTO retrosynthesis dataset with 1.9M reactions from patents (1976-2016). Predict the reactants needed to synthesize the given product. (1) The reactants are: [CH3:1][O:2][C:3]1[CH:4]=[C:5]([CH:14]=[C:15]([O:19][CH3:20])[C:16]=1[O:17][CH3:18])[CH:6]=[N:7][CH2:8][CH:9]([O:12][CH3:13])[O:10][CH3:11].[BH4-].[Na+]. Given the product [CH3:20][O:19][C:15]1[CH:14]=[C:5]([CH:4]=[C:3]([O:2][CH3:1])[C:16]=1[O:17][CH3:18])[CH2:6][NH:7][CH2:8][CH:9]([O:10][CH3:11])[O:12][CH3:13], predict the reactants needed to synthesize it. (2) Given the product [Cl:5][C:6]1[CH:7]=[CH:8][C:9]2[CH2:10][N:11]([CH3:1])[CH2:12][C@@H:13]([C:17]3[CH:22]=[CH:21][CH:20]=[CH:19][CH:18]=3)[O:14][C:15]=2[N:16]=1, predict the reactants needed to synthesize it. The reactants are: [C:1](O)(=O)C.[Cl:5][C:6]1[CH:7]=[CH:8][C:9]2[CH2:10][NH:11][CH2:12][C@@H:13]([C:17]3[CH:22]=[CH:21][CH:20]=[CH:19][CH:18]=3)[O:14][C:15]=2[N:16]=1.C=O. (3) Given the product [F:42][C:23]([F:22])([F:41])[O:24][C:25]1[CH:30]=[CH:29][C:28]([C:31]2[CH:32]=[CH:33][C:34]3[O:38][N:37]=[C:36]([O:39][CH2:17][C@@H:16]4[CH2:15][CH2:20][CH2:19][N:8]4[C:9]([O:11][C:12]([CH3:13])([CH3:14])[CH3:43])=[O:10])[C:35]=3[CH:40]=2)=[CH:27][CH:26]=1, predict the reactants needed to synthesize it. The reactants are: [CH3:13][CH:12]([O:11][C:9](/[N:8]=[N:8]/[C:9]([O:11][CH:12]([CH3:14])[CH3:13])=[O:10])=[O:10])[CH3:14].[C:15]1(C)[CH:20]=[CH:19]C=[CH:17][CH:16]=1.[F:22][C:23]([F:42])([F:41])[O:24][C:25]1[CH:30]=[CH:29][C:28]([C:31]2[CH:32]=[CH:33][C:34]3[O:38][N:37]=[C:36]([OH:39])[C:35]=3[CH:40]=2)=[CH:27][CH:26]=1.[C:43]1(P(C2C=CC=CC=2)C2C=CC=CC=2)C=CC=CC=1.CN1C=C(CO)N=C1. (4) Given the product [C:1]1([C:7]2[CH:12]=[C:11]([C:13]3[CH:14]=[CH:15][CH:16]=[CH:17][CH:18]=3)[N:10]=[C:9]([O:19][CH2:20][CH2:21][CH2:22][CH2:23][C:24]([CH3:42])([CH3:41])[C:25]([NH:27][CH:28]([CH2:33][C:34]3[CH:39]=[CH:38][C:37]([OH:40])=[CH:36][CH:35]=3)[C:29]([OH:31])=[O:30])=[O:26])[CH:8]=2)[CH:6]=[CH:5][CH:4]=[CH:3][CH:2]=1, predict the reactants needed to synthesize it. The reactants are: [C:1]1([C:7]2[CH:12]=[C:11]([C:13]3[CH:18]=[CH:17][CH:16]=[CH:15][CH:14]=3)[N:10]=[C:9]([O:19][CH2:20][CH2:21][CH2:22][CH2:23][C:24]([CH3:42])([CH3:41])[C:25]([NH:27][CH:28]([CH2:33][C:34]3[CH:39]=[CH:38][C:37]([OH:40])=[CH:36][CH:35]=3)[C:29]([O:31]C)=[O:30])=[O:26])[CH:8]=2)[CH:6]=[CH:5][CH:4]=[CH:3][CH:2]=1.O.[OH-].[Li+].